From a dataset of Full USPTO retrosynthesis dataset with 1.9M reactions from patents (1976-2016). Predict the reactants needed to synthesize the given product. (1) Given the product [F:15][C:12]([F:13])([F:14])[CH2:11][C:8]1[CH:7]=[C:6]([C:4]([OH:5])=[O:3])[O:10][N:9]=1, predict the reactants needed to synthesize it. The reactants are: C([O:3][C:4]([C:6]1[O:10][N:9]=[C:8]([CH2:11][C:12]([F:15])([F:14])[F:13])[CH:7]=1)=[O:5])C.[Li+].[OH-]. (2) Given the product [F:29][C:12]1[CH:11]=[C:6]([CH:5]=[C:4]([F:3])[C:13]=1[CH2:14][NH:15][C:16]1[CH:21]=[CH:20][N:19]=[C:18]([NH:22][C:23]2[CH:24]=[N:25][N:26]([CH3:28])[CH:27]=2)[N:17]=1)[C:7]([OH:9])=[O:8], predict the reactants needed to synthesize it. The reactants are: [OH-].[Na+].[F:3][C:4]1[CH:5]=[C:6]([CH:11]=[C:12]([F:29])[C:13]=1[CH2:14][NH:15][C:16]1[CH:21]=[CH:20][N:19]=[C:18]([NH:22][C:23]2[CH:24]=[N:25][N:26]([CH3:28])[CH:27]=2)[N:17]=1)[C:7]([O:9]C)=[O:8].Cl.